From a dataset of Catalyst prediction with 721,799 reactions and 888 catalyst types from USPTO. Predict which catalyst facilitates the given reaction. Reactant: [CH3:1][N:2]1[C:14]2[CH2:13][CH2:12][CH:11]([CH:15]3[CH2:20][CH2:19][O:18][CH2:17][CH2:16]3)[CH2:10][C:9]=2[C:8]2[C:3]1=[CH:4][CH:5]=[C:6]([C:21](O)=[O:22])[CH:7]=2.CN(C(ON1N=NC2C=CC=NC1=2)=[N+](C)C)C.F[P-](F)(F)(F)(F)F.[CH2:48]([O:50][C:51](=[O:58])[C@H:52]1[CH2:57][CH2:56][CH2:55][NH:54][CH2:53]1)[CH3:49].C(N(CC)C(C)C)(C)C. Product: [CH3:1][N:2]1[C:14]2[CH2:13][CH2:12][CH:11]([CH:15]3[CH2:20][CH2:19][O:18][CH2:17][CH2:16]3)[CH2:10][C:9]=2[C:8]2[C:3]1=[CH:4][CH:5]=[C:6]([C:21]([N:54]1[CH2:55][CH2:56][CH2:57][C@H:52]([C:51]([O:50][CH2:48][CH3:49])=[O:58])[CH2:53]1)=[O:22])[CH:7]=2. The catalyst class is: 3.